This data is from Forward reaction prediction with 1.9M reactions from USPTO patents (1976-2016). The task is: Predict the product of the given reaction. Given the reactants [C:1]([O:5][C:6]([C:8]1[C:9]([OH:26])=[N:10][C:11]2[C:16]([C:17]=1[C:18]1[CH:23]=[CH:22][CH:21]=[C:20]([Cl:24])[CH:19]=1)=[CH:15][C:14]([Cl:25])=[CH:13][CH:12]=2)=[O:7])([CH3:4])([CH3:3])[CH3:2].[H-].[Na+].Br[CH:30]([CH3:32])[CH3:31], predict the reaction product. The product is: [C:1]([O:5][C:6]([C:8]1[C:9]([O:26][CH:30]([CH3:32])[CH3:31])=[N:10][C:11]2[C:16]([C:17]=1[C:18]1[CH:23]=[CH:22][CH:21]=[C:20]([Cl:24])[CH:19]=1)=[CH:15][C:14]([Cl:25])=[CH:13][CH:12]=2)=[O:7])([CH3:4])([CH3:2])[CH3:3].